From a dataset of Full USPTO retrosynthesis dataset with 1.9M reactions from patents (1976-2016). Predict the reactants needed to synthesize the given product. (1) Given the product [Br:1][C:2]1[S:10][C:9]2[C:8](=[O:11])[N:7]([CH:12]3[CH2:17][CH2:16][N:15]([C:18]([O:20][C:21]([CH3:22])([CH3:24])[CH3:23])=[O:19])[CH2:14][CH2:13]3)[C:6](=[O:25])[N:5]([CH2:33][C:34]3[CH:39]=[CH:38][C:37]([O:40][CH3:41])=[C:36]([F:42])[CH:35]=3)[C:4]=2[CH:3]=1, predict the reactants needed to synthesize it. The reactants are: [Br:1][C:2]1[S:10][C:9]2[C:8](=[O:11])[N:7]([CH:12]3[CH2:17][CH2:16][N:15]([C:18]([O:20][C:21]([CH3:24])([CH3:23])[CH3:22])=[O:19])[CH2:14][CH2:13]3)[C:6](=[O:25])[NH:5][C:4]=2[CH:3]=1.C(=O)([O-])[O-].[K+].[K+].Cl[CH2:33][C:34]1[CH:39]=[CH:38][C:37]([O:40][CH3:41])=[C:36]([F:42])[CH:35]=1. (2) Given the product [CH:9]1([C:16]2[C:24]3[C:19](=[CH:20][C:21]([C:25]([O:27][CH3:28])=[O:26])=[CH:22][CH:23]=3)[N:18]([C:29]([O:31][C:32]([CH3:35])([CH3:34])[CH3:33])=[O:30])[N:17]=2)[CH2:11][CH2:10]1, predict the reactants needed to synthesize it. The reactants are: P([O-])([O-])([O-])=O.[K+].[K+].[K+].[CH:9]1(B(O)O)[CH2:11][CH2:10]1.I[C:16]1[C:24]2[C:19](=[CH:20][C:21]([C:25]([O:27][CH3:28])=[O:26])=[CH:22][CH:23]=2)[N:18]([C:29]([O:31][C:32]([CH3:35])([CH3:34])[CH3:33])=[O:30])[N:17]=1.